This data is from Reaction yield outcomes from USPTO patents with 853,638 reactions. The task is: Predict the reaction yield, written as a fraction of the theoretical maximum amount of product (1.0 means a 100% yield; for example, 0.34 means a 34% yield). The reactants are [OH:1][C:2]1[CH:3]=[CH:4][C:5]2[NH:10][C:9](=[O:11])[O:8][C:7]([CH3:13])([CH3:12])[C:6]=2[CH:14]=1.C(N(CC)CC)C.[Cl:22][C:23]1[C:28]([Cl:29])=[CH:27][CH:26]=[CH:25][C:24]=1[S:30](Cl)(=[O:32])=[O:31]. The catalyst is C(Cl)Cl. The product is [CH3:13][C:7]1([CH3:12])[C:6]2[CH:14]=[C:2]([O:1][S:30]([C:24]3[CH:25]=[CH:26][CH:27]=[C:28]([Cl:29])[C:23]=3[Cl:22])(=[O:32])=[O:31])[CH:3]=[CH:4][C:5]=2[NH:10][C:9](=[O:11])[O:8]1. The yield is 0.750.